This data is from Catalyst prediction with 721,799 reactions and 888 catalyst types from USPTO. The task is: Predict which catalyst facilitates the given reaction. (1) Reactant: F[C:2]1[CH:3]=[CH:4][C:5]([N+:9]([O-:11])=[O:10])=[C:6]([CH3:8])[CH:7]=1.[C:12]([O:16][C:17]([N:19]1[CH2:24][CH2:23][NH:22][CH2:21][CH2:20]1)=[O:18])([CH3:15])([CH3:14])[CH3:13].C(=O)([O-])[O-].[K+].[K+]. Product: [C:12]([O:16][C:17]([N:19]1[CH2:24][CH2:23][N:22]([C:2]2[CH:3]=[CH:4][C:5]([N+:9]([O-:11])=[O:10])=[C:6]([CH3:8])[CH:7]=2)[CH2:21][CH2:20]1)=[O:18])([CH3:15])([CH3:13])[CH3:14]. The catalyst class is: 566. (2) Reactant: [Cl:1][C:2]1[CH:3]=[CH:4][C:5]2[N:9]=[C:8]([S:10][CH2:11][C:12]3[CH:17]=[CH:16][C:15]([Cl:18])=[CH:14][CH:13]=3)[N:7]([C:19]3[CH:20]=[N:21][C:22]([O:25][CH3:26])=[CH:23][CH:24]=3)[C:6]=2[CH:27]=1.C(OCC)(=O)C.Cl. Product: [ClH:1].[Cl:1][C:2]1[CH:3]=[CH:4][C:5]2[N:9]=[C:8]([S:10][CH2:11][C:12]3[CH:13]=[CH:14][C:15]([Cl:18])=[CH:16][CH:17]=3)[N:7]([C:19]3[CH:20]=[N:21][C:22]([O:25][CH3:26])=[CH:23][CH:24]=3)[C:6]=2[CH:27]=1. The catalyst class is: 27. (3) Reactant: [F:1][C:2]([F:15])([F:14])[C:3]1[NH:13][C:6]2=[N:7][CH:8]=[C:9]([CH2:11][NH2:12])[CH:10]=[C:5]2[CH:4]=1.[Cl:16][C:17]1[C:22]([CH3:23])=[C:21]([CH:24]([F:26])[F:25])[N:20]=[CH:19][N:18]=1.ClC1C(C)=C(C(F)(F)C)N=CN=1.CCN(C(C)C)C(C)C.Cl.C(OCC)C. Product: [ClH:16].[F:25][CH:24]([C:21]1[N:20]=[CH:19][N:18]=[C:17]([NH:12][CH2:11][C:9]2[CH:10]=[C:5]3[CH:4]=[C:3]([C:2]([F:1])([F:14])[F:15])[NH:13][C:6]3=[N:7][CH:8]=2)[C:22]=1[CH3:23])[F:26]. The catalyst class is: 435. (4) Reactant: [CH3:1][N:2]1[CH:6]2[CH2:7][CH:8]([OH:10])[CH2:9][CH:3]1[CH2:4][CH2:5]2.C(N(CC)CC)C.[CH3:18][S:19](Cl)(=[O:21])=[O:20]. Product: [CH3:1][N:2]1[CH:6]2[CH2:7][CH:8]([O:10][S:19]([CH3:18])(=[O:21])=[O:20])[CH2:9][CH:3]1[CH2:4][CH2:5]2. The catalyst class is: 4. (5) Reactant: [NH2:1][C:2]1[C:11]([Cl:12])=[CH:10][C:5]([C:6]([O:8][CH3:9])=[O:7])=[C:4]([O:13][CH3:14])[CH:3]=1.C(N(C(C)C)CC)(C)C.[C:24](Cl)(=[O:27])[CH:25]=[CH2:26].C(=O)(O)[O-].[Na+]. Product: [C:24]([NH:1][C:2]1[C:11]([Cl:12])=[CH:10][C:5]([C:6]([O:8][CH3:9])=[O:7])=[C:4]([O:13][CH3:14])[CH:3]=1)(=[O:27])[CH:25]=[CH2:26]. The catalyst class is: 4. (6) Reactant: [Cl:1][C:2]1[CH:7]=[CH:6][C:5]([CH:8]([C:32]2[CH:37]=[CH:36][C:35]([Cl:38])=[CH:34][CH:33]=2)[C:9]2[CH:10]=[C:11]3[C:16](=[CH:17][CH:18]=2)[NH:15][C:14](=[O:19])[CH:13]=[C:12]3[C:20]2[CH2:21][CH2:22][N:23](C(=O)C(F)(F)F)[CH2:24][CH:25]=2)=[CH:4][CH:3]=1.C([O-])([O-])=O.[Na+].[Na+]. Product: [Cl:38][C:35]1[CH:36]=[CH:37][C:32]([CH:8]([C:5]2[CH:4]=[CH:3][C:2]([Cl:1])=[CH:7][CH:6]=2)[C:9]2[CH:10]=[C:11]3[C:16](=[CH:17][CH:18]=2)[NH:15][C:14](=[O:19])[CH:13]=[C:12]3[C:20]2[CH2:21][CH2:22][NH:23][CH2:24][CH:25]=2)=[CH:33][CH:34]=1. The catalyst class is: 87. (7) Reactant: Br[C:2]1[CH:24]=[CH:23][C:5]2[C:6]3[N:10]([CH2:11][CH2:12][O:13][C:4]=2[CH:3]=1)[CH:9]=[C:8]([C:14]1[N:15]([CH:20]([CH3:22])[CH3:21])[N:16]=[C:17]([CH3:19])[N:18]=1)[N:7]=3.[C:25]([O:29][C:30]([N:32]1[CH2:37][CH:36]=[C:35](B2OC(C)(C)C(C)(C)O2)[CH2:34][CH2:33]1)=[O:31])([CH3:28])([CH3:27])[CH3:26].C(Cl)Cl.C(=O)([O-])[O-].[K+].[K+]. Product: [C:25]([O:29][C:30]([N:32]1[CH2:33][CH:34]=[C:35]([C:2]2[CH:24]=[CH:23][C:5]3[C:6]4[N:10]([CH2:11][CH2:12][O:13][C:4]=3[CH:3]=2)[CH:9]=[C:8]([C:14]2[N:15]([CH:20]([CH3:22])[CH3:21])[N:16]=[C:17]([CH3:19])[N:18]=2)[N:7]=4)[CH2:36][CH2:37]1)=[O:31])([CH3:28])([CH3:26])[CH3:27]. The catalyst class is: 248.